From a dataset of Forward reaction prediction with 1.9M reactions from USPTO patents (1976-2016). Predict the product of the given reaction. Given the reactants Br[C:2]1[CH:3]=[C:4]2[C:8](=[C:9]([Cl:11])[CH:10]=1)[C:7](=[O:12])[N:6]([CH2:13][CH:14]1[CH2:19][CH2:18][C:17]([F:21])([F:20])[CH2:16][CH2:15]1)[CH2:5]2.[CH3:22][N:23](C=O)C, predict the reaction product. The product is: [Cl:11][C:9]1[CH:10]=[C:2]([C:22]#[N:23])[CH:3]=[C:4]2[C:8]=1[C:7](=[O:12])[N:6]([CH2:13][CH:14]1[CH2:19][CH2:18][C:17]([F:21])([F:20])[CH2:16][CH2:15]1)[CH2:5]2.